From a dataset of Peptide-MHC class I binding affinity with 185,985 pairs from IEDB/IMGT. Regression. Given a peptide amino acid sequence and an MHC pseudo amino acid sequence, predict their binding affinity value. This is MHC class I binding data. The peptide sequence is PKVPLRTM. The MHC is Mamu-B08 with pseudo-sequence Mamu-B08. The binding affinity (normalized) is 0.0153.